From a dataset of Catalyst prediction with 721,799 reactions and 888 catalyst types from USPTO. Predict which catalyst facilitates the given reaction. (1) Reactant: [F:1][C:2]1([F:9])[CH2:5][CH:4](C(O)=O)[CH2:3]1.C1C=CC(P([N:24]=[N+]=[N-])(C2C=CC=CC=2)=O)=CC=1.[Cl:27][C:28]1[CH:29]=[C:30]([C:35]2[C:43]([C:44]([NH2:46])=[O:45])=[C:38]3[CH2:39][NH:40][CH2:41][CH2:42][N:37]3[N:36]=2)[CH:31]=[CH:32][C:33]=1[F:34].C1[CH2:51][O:50]CC1. Product: [Cl:27][C:28]1[CH:29]=[C:30]([C:35]2[C:43]([C:44]([NH2:46])=[O:45])=[C:38]3[CH2:39][N:40]([C:51]([NH:24][CH:4]4[CH2:3][C:2]([F:1])([F:9])[CH2:5]4)=[O:50])[CH2:41][CH2:42][N:37]3[N:36]=2)[CH:31]=[CH:32][C:33]=1[F:34]. The catalyst class is: 93. (2) Reactant: CC([O-])(C)C.[K+].[CH3:7][C:8]1[NH:12][N:11]=[C:10]([C:13]([O:15][CH2:16][CH3:17])=[O:14])[CH:9]=1.[C:18]([O:22][C:23]([C:25]1[CH:30]=[CH:29][CH:28]=[C:27]([CH2:31]Br)[CH:26]=1)=[O:24])([CH3:21])([CH3:20])[CH3:19].O. Product: [C:18]([O:22][C:23]([C:25]1[CH:26]=[C:27]([CH:28]=[CH:29][CH:30]=1)[CH2:31][N:12]1[C:8]([CH3:7])=[CH:9][C:10]([C:13]([O:15][CH2:16][CH3:17])=[O:14])=[N:11]1)=[O:24])([CH3:21])([CH3:19])[CH3:20]. The catalyst class is: 1. (3) Product: [CH:7]([CH:4]1[CH2:5][CH2:6][CH:1]([CH3:11])[CH2:2][CH:3]1[O:10][C:21](=[O:22])[CH2:20][Br:19])([CH3:8])[CH3:9]. The catalyst class is: 1. Reactant: [CH:1]1([CH3:11])[CH2:6][CH2:5][CH:4]([CH:7]([CH3:9])[CH3:8])[CH:3]([OH:10])[CH2:2]1.CCN(CC)CC.[Br:19][CH2:20][C:21](Br)=[O:22].Cl. (4) Reactant: [CH2:1]([O:8][C:9]1[C:10]([C:26]([OH:28])=O)=[N:11][N:12]2[CH:17]([C:18]3[CH:23]=[CH:22][CH:21]=[CH:20][CH:19]=3)[CH2:16][N:15]([CH3:24])[C:14](=[O:25])[C:13]=12)[C:2]1[CH:7]=[CH:6][CH:5]=[CH:4][CH:3]=1.C1C=CC2N(O)N=NC=2C=1.C(Cl)CCl.CCN(CC)CC.[F:50][C:51]1[CH:58]=[CH:57][C:54]([CH2:55][NH2:56])=[CH:53][CH:52]=1. Product: [CH2:1]([O:8][C:9]1[C:10]([C:26]([NH:56][CH2:55][C:54]2[CH:57]=[CH:58][C:51]([F:50])=[CH:52][CH:53]=2)=[O:28])=[N:11][N:12]2[CH:17]([C:18]3[CH:19]=[CH:20][CH:21]=[CH:22][CH:23]=3)[CH2:16][N:15]([CH3:24])[C:14](=[O:25])[C:13]=12)[C:2]1[CH:3]=[CH:4][CH:5]=[CH:6][CH:7]=1. The catalyst class is: 3. (5) Reactant: [C:1]([OH:7])(=[O:6])[CH2:2][CH2:3][C:4]#[CH:5].[CH3:8][C:9](O)([CH3:11])[CH3:10].C1(N=C=NC2CCCCC2)CCCCC1. Product: [C:1]([O:7][C:9]([CH3:11])([CH3:10])[CH3:8])(=[O:6])[CH2:2][CH2:3][C:4]#[CH:5]. The catalyst class is: 143. (6) Reactant: [C:1]([O:9][CH2:10][C@:11]12[CH2:37][CH2:36][C@@H:35]([C:38]([CH3:40])=[CH2:39])[C@@H:12]1[CH:13]1[C@@:26]([CH3:29])([CH2:27][CH2:28]2)[C@@:25]2([CH3:30])[C@@H:16]([C@:17]3([CH3:34])[C@@H:22]([CH2:23][CH2:24]2)[C:21]([CH3:32])([CH3:31])[C@@H:20]([OH:33])[CH2:19][CH2:18]3)[CH2:15][CH2:14]1)(=[O:8])[C:2]1[CH:7]=[CH:6][CH:5]=[CH:4][CH:3]=1.C1C=C[NH+]=CC=1.[O-][Cr](Cl)(=O)=O. Product: [C:1]([O:9][CH2:10][C@:11]12[CH2:37][CH2:36][C@@H:35]([C:38]([CH3:40])=[CH2:39])[C@@H:12]1[C@@H:13]1[C@@:26]([CH3:29])([CH2:27][CH2:28]2)[C@@:25]2([CH3:30])[C@@H:16]([C@:17]3([CH3:34])[C@@H:22]([CH2:23][CH2:24]2)[C:21]([CH3:31])([CH3:32])[C:20](=[O:33])[CH2:19][CH2:18]3)[CH2:15][CH2:14]1)(=[O:8])[C:2]1[CH:3]=[CH:4][CH:5]=[CH:6][CH:7]=1. The catalyst class is: 2. (7) Reactant: [NH2:1][C:2]1[C:3]2[S:15][CH:14]=[C:13]([C:16]3[CH:21]=[CH:20][C:19]([NH:22][C:23]([C:25]4[N:26]([CH3:34])[C:27]5[C:32]([CH:33]=4)=[CH:31][CH:30]=[CH:29][CH:28]=5)=[O:24])=[C:18]([O:35][CH3:36])[CH:17]=3)[C:4]=2[C:5](/[N:8]=C/N(C)C)=[N:6][CH:7]=1.[C:37]1([N:43]=[C:44]=[O:45])[CH:42]=[CH:41][CH:40]=[CH:39][CH:38]=1.C(N)=N. Product: [NH2:8][C:5]1[C:4]2[C:13]([C:16]3[CH:21]=[CH:20][C:19]([NH:22][C:23]([C:25]4[N:26]([CH3:34])[C:27]5[C:32]([CH:33]=4)=[CH:31][CH:30]=[CH:29][CH:28]=5)=[O:24])=[C:18]([O:35][CH3:36])[CH:17]=3)=[CH:14][S:15][C:3]=2[C:2]([NH:1][C:44]([NH:43][C:37]2[CH:42]=[CH:41][CH:40]=[CH:39][CH:38]=2)=[O:45])=[CH:7][N:6]=1. The catalyst class is: 17. (8) Reactant: [N+:1]([C:4]1[CH:9]=[CH:8][CH:7]=[CH:6][C:5]=1[NH:10][C:11]1[CH:12]=[C:13]([CH:23]=[CH:24][CH:25]=1)[CH2:14][NH:15][C:16](=[O:22])[O:17][C:18]([CH3:21])([CH3:20])[CH3:19])([O-])=O. Product: [NH2:1][C:4]1[CH:9]=[CH:8][CH:7]=[CH:6][C:5]=1[NH:10][C:11]1[CH:12]=[C:13]([CH:23]=[CH:24][CH:25]=1)[CH2:14][NH:15][C:16](=[O:22])[O:17][C:18]([CH3:20])([CH3:21])[CH3:19]. The catalyst class is: 63. (9) Reactant: [Cl:1][C:2]1[C:11]([CH:12]=[CH2:13])=[C:10]([S:14]([CH3:17])(=[O:16])=[O:15])[CH:9]=[CH:8][C:3]=1[C:4]([O:6]C)=[O:5].C(OC(OC(C)(C)C)=O)(OC(C)(C)C)=O.[N+:33]([CH2:36][CH3:37])([O-])=[O:34]. Product: [Cl:1][C:2]1[C:11]([CH:12]2[O:34][N:33]=[C:36]([CH3:37])[CH2:13]2)=[C:10]([S:14]([CH3:17])(=[O:16])=[O:15])[CH:9]=[CH:8][C:3]=1[C:4]([OH:6])=[O:5]. The catalyst class is: 594.